From a dataset of Forward reaction prediction with 1.9M reactions from USPTO patents (1976-2016). Predict the product of the given reaction. (1) Given the reactants [CH2:1]([C:3]1[S:43][C:6]2[N:7]([CH2:24][C:25]3[CH:30]=[CH:29][C:28]([C:31]4[CH:36]=[CH:35][CH:34]=[CH:33][C:32]=4[C:37]4[NH:41][C:40](=[O:42])[O:39][N:38]=4)=[CH:27][CH:26]=3)[C:8](=[O:23])[N:9]([CH2:12][C:13]([C:15]3[CH:20]=[CH:19][C:18]([O:21][CH3:22])=[CH:17][CH:16]=3)=O)[C:10](=[O:11])[C:5]=2[CH:4]=1)[CH3:2].Cl.[NH2:45][O:46][CH2:47][C:48]([O:50][CH2:51][CH3:52])=[O:49].N1C=CC=CC=1.Cl, predict the reaction product. The product is: [CH2:1]([C:3]1[S:43][C:6]2[N:7]([CH2:24][C:25]3[CH:30]=[CH:29][C:28]([C:31]4[CH:36]=[CH:35][CH:34]=[CH:33][C:32]=4[C:37]4[NH:41][C:40](=[O:42])[O:39][N:38]=4)=[CH:27][CH:26]=3)[C:8](=[O:23])[N:9]([CH2:12][C:13](=[N:45][O:46][CH2:47][C:48]([O:50][CH2:51][CH3:52])=[O:49])[C:15]3[CH:20]=[CH:19][C:18]([O:21][CH3:22])=[CH:17][CH:16]=3)[C:10](=[O:11])[C:5]=2[CH:4]=1)[CH3:2]. (2) The product is: [OH:37][C:36]1[CH:38]=[CH:39][C:31](/[CH:30]=[CH:11]/[C:10](=[O:12])[CH2:9][C:6](=[O:8])[CH3:7])=[CH:32][C:33]=1[O:34][CH3:35]. Given the reactants B(OB=O)=O.[C:6]([CH2:9][C:10](=[O:12])[CH3:11])(=[O:8])[CH3:7].B(OCCCC)(OCCCC)OCCCC.O=[CH:30][C:31]1[CH:39]=[CH:38][C:36]([OH:37])=[C:33]([O:34][CH3:35])[CH:32]=1.C(N)CCC.Cl, predict the reaction product. (3) The product is: [CH3:1][O:2][C:3]1[CH:4]=[C:5]2[C:10](=[CH:11][C:12]=1[O:13][CH3:14])[N:9]=[CH:8][CH:7]=[C:6]2[O:15][C:16]1[CH:21]=[CH:20][C:19]([NH:22][CH2:23][CH2:24][CH2:25][O:26][C:27]2[CH:32]=[CH:31][CH:30]=[CH:29][CH:28]=2)=[CH:18][CH:17]=1. Given the reactants [CH3:1][O:2][C:3]1[CH:4]=[C:5]2[C:10](=[CH:11][C:12]=1[O:13][CH3:14])[N:9]=[CH:8][CH:7]=[C:6]2[O:15][C:16]1[CH:21]=[CH:20][C:19]([NH:22][C:23](=O)[CH2:24][CH2:25][O:26][C:27]2[CH:32]=[CH:31][CH:30]=[CH:29][CH:28]=2)=[CH:18][CH:17]=1.Cl.[OH-].[Na+], predict the reaction product. (4) The product is: [F:10][C:11]1[CH:16]=[CH:15][CH:14]=[CH:13][C:12]=1[C:17]1[CH:18]=[N:19][C:20]([N:23]2[C:31]3[C:26](=[CH:27][CH:28]=[C:29]([C:32]([N:4]4[CH2:42][CH2:40][NH:41][C:37](=[O:36])[CH2:1]4)=[O:34])[CH:30]=3)[C:25]([CH3:35])=[CH:24]2)=[N:21][CH:22]=1. Given the reactants [CH:1]([N:4](CC)C(C)C)(C)C.[F:10][C:11]1[CH:16]=[CH:15][CH:14]=[CH:13][C:12]=1[C:17]1[CH:18]=[N:19][C:20]([N:23]2[C:31]3[C:26](=[CH:27][CH:28]=[C:29]([C:32]([OH:34])=O)[CH:30]=3)[C:25]([CH3:35])=[CH:24]2)=[N:21][CH:22]=1.[OH:36][C:37]1SC2C=CC=[CH:42][C:40]=2[N:41]=1.C(=O)([O-])O.[Na+], predict the reaction product. (5) The product is: [I:1][C:2]1[CH:7]=[CH:6][C:5]([CH:8]2[CH:17]([C:18]3[CH:23]=[CH:22][CH:21]=[C:20]([O:24][CH:25]4[CH2:30][CH2:29][CH2:28][CH2:27][O:26]4)[CH:19]=3)[C:16]([CH3:41])([OH:31])[C:15]3[C:10](=[C:11]([O:32][CH:33]4[CH2:38][CH2:37][CH2:36][CH2:35][O:34]4)[CH:12]=[CH:13][CH:14]=3)[O:9]2)=[CH:4][CH:3]=1. Given the reactants [I:1][C:2]1[CH:7]=[CH:6][C:5]([CH:8]2[CH:17]([C:18]3[CH:23]=[CH:22][CH:21]=[C:20]([O:24][CH:25]4[CH2:30][CH2:29][CH2:28][CH2:27][O:26]4)[CH:19]=3)[C:16](=[O:31])[C:15]3[C:10](=[C:11]([O:32][CH:33]4[CH2:38][CH2:37][CH2:36][CH2:35][O:34]4)[CH:12]=[CH:13][CH:14]=3)[O:9]2)=[CH:4][CH:3]=1.Cl[Mg][CH3:41], predict the reaction product. (6) Given the reactants [F:1][C:2]1[CH:7]=[C:6]([F:8])[CH:5]=[CH:4][C:3]=1[CH:9]([F:23])[CH:10]1[CH2:15][CH2:14][N:13](C(OC(C)(C)C)=O)[CH2:12][CH2:11]1.[ClH:24], predict the reaction product. The product is: [ClH:24].[F:1][C:2]1[CH:7]=[C:6]([F:8])[CH:5]=[CH:4][C:3]=1[CH:9]([F:23])[CH:10]1[CH2:15][CH2:14][NH:13][CH2:12][CH2:11]1.